Dataset: Full USPTO retrosynthesis dataset with 1.9M reactions from patents (1976-2016). Task: Predict the reactants needed to synthesize the given product. (1) Given the product [C:1]([S:5][CH2:6][C@@H:7]([N:10]1[C@@:11]([C:26]2[CH:31]=[CH:30][C:29]([Cl:32])=[CH:28][CH:27]=2)([CH3:25])[C@@H:12]([C:18]2[CH:23]=[CH:22][CH:21]=[C:20]([Cl:24])[CH:19]=2)[O:13][CH2:14][C:15]1=[O:16])[CH2:8][CH3:9])([CH3:2])([CH3:3])[CH3:4], predict the reactants needed to synthesize it. The reactants are: [C:1]([S:5][CH2:6][C@@H:7]([NH:10][C@@:11]([C:26]1[CH:31]=[CH:30][C:29]([Cl:32])=[CH:28][CH:27]=1)([CH3:25])[C@@H:12]([C:18]1[CH:23]=[CH:22][CH:21]=[C:20]([Cl:24])[CH:19]=1)[O:13][CH2:14][C:15](O)=[O:16])[CH2:8][CH3:9])([CH3:4])([CH3:3])[CH3:2].C(N(CC)C(C)C)C.CN(C(ON1N=NC2C=CC=NC1=2)=[N+](C)C)C.F[P-](F)(F)(F)(F)F. (2) Given the product [CH3:1][O:2][C:3]1[CH:8]=[CH:7][C:6]([C:9]2[N:35]=[C:12]([CH:14]3[O:19][CH2:18][CH2:17][N:16]([CH2:20][C:21]4[CH:26]=[CH:25][CH:24]=[CH:23][CH:22]=4)[CH2:15]3)[NH:11][CH:10]=2)=[CH:5][CH:4]=1, predict the reactants needed to synthesize it. The reactants are: [CH3:1][O:2][C:3]1[CH:8]=[CH:7][C:6]([C:9](=O)[CH2:10][NH:11][C:12]([CH:14]2[O:19][CH2:18][CH2:17][N:16]([CH2:20][C:21]3[CH:26]=[CH:25][CH:24]=[CH:23][CH:22]=3)[CH2:15]2)=O)=[CH:5][CH:4]=1.FC(F)(F)C([O-])=O.[NH4+:35]. (3) Given the product [CH2:38]([O:37][C:35]([C:34]1[O:24][C:19]2=[CH:18][CH:17]=[C:16]3[C:21]([N:13]([CH2:12][C@@H:11]([NH:10][C:9]([O:8][CH2:1][C:2]4[CH:3]=[CH:4][CH:5]=[CH:6][CH:7]=4)=[O:26])[CH3:25])[N:14]=[CH:15]3)=[C:20]2[CH:22]=1)=[O:36])[CH3:39], predict the reactants needed to synthesize it. The reactants are: [CH2:1]([O:8][C:9](=[O:26])[NH:10][C@@H:11]([CH3:25])[CH2:12][N:13]1[C:21]2[C:16](=[CH:17][CH:18]=[C:19]([OH:24])[C:20]=2[CH:22]=O)[CH:15]=[N:14]1)[C:2]1[CH:7]=[CH:6][CH:5]=[CH:4][CH:3]=1.C(=O)([O-])[O-].[K+].[K+].Br[CH2:34][C:35]([O:37][CH2:38][CH3:39])=[O:36].[Cl-].[NH4+]. (4) Given the product [CH2:1]([C:5]1[N:6]([CH2:27][CH:28]([CH3:29])[CH3:30])[C:7]2[C:16]3[CH:15]=[CH:14][C:13]([CH2:17][CH2:18][C:19]4[CH:20]=[CH:21][CH:22]=[CH:23][CH:24]=4)=[CH:12][C:11]=3[N:10]=[C:9]([NH2:25])[C:8]=2[N:26]=1)[CH2:2][CH2:3][CH3:4], predict the reactants needed to synthesize it. The reactants are: [CH2:1]([C:5]1[N:6]([CH2:27][CH:28]([CH3:30])[CH3:29])[C:7]2[C:16]3[CH:15]=[CH:14][C:13](/[CH:17]=[CH:18]/[C:19]4[CH:24]=[CH:23][CH:22]=[CH:21][CH:20]=4)=[CH:12][C:11]=3[N:10]=[C:9]([NH2:25])[C:8]=2[N:26]=1)[CH2:2][CH2:3][CH3:4]. (5) Given the product [CH3:1][C:2]1[N:3]=[C:4]([C:8]2[C:13]([O:14][C:15]3[C:24]4[C:19](=[CH:20][C:21]([O:27][CH2:37][CH2:38][CH2:39][OH:40])=[C:22]([O:25][CH3:26])[CH:23]=4)[N:18]=[CH:17][CH:16]=3)=[CH:12][C:11]([CH3:28])=[C:10]([CH3:29])[N:9]=2)[S:5][C:6]=1[CH3:7], predict the reactants needed to synthesize it. The reactants are: [CH3:1][C:2]1[N:3]=[C:4]([C:8]2[C:13]([O:14][C:15]3[C:24]4[C:19](=[CH:20][C:21]([OH:27])=[C:22]([O:25][CH3:26])[CH:23]=4)[N:18]=[CH:17][CH:16]=3)=[CH:12][C:11]([CH3:28])=[C:10]([CH3:29])[N:9]=2)[S:5][C:6]=1[CH3:7].C(=O)([O-])[O-].[K+].[K+].Br[CH2:37][CH2:38][CH2:39][OH:40].